From a dataset of Full USPTO retrosynthesis dataset with 1.9M reactions from patents (1976-2016). Predict the reactants needed to synthesize the given product. Given the product [CH:1]1([NH:4][C:5]([NH:7][C:8]2[CH:13]=[CH:12][C:11]([O:14][C:15]3[C:24]4[C:19](=[CH:20][C:21]([O:29][CH3:30])=[C:22]([C:25]([OH:27])=[O:26])[CH:23]=4)[N:18]=[CH:17][CH:16]=3)=[CH:10][C:9]=2[CH3:31])=[O:6])[CH2:3][CH2:2]1, predict the reactants needed to synthesize it. The reactants are: [CH:1]1([NH:4][C:5]([NH:7][C:8]2[CH:13]=[CH:12][C:11]([O:14][C:15]3[C:24]4[C:19](=[CH:20][C:21]([O:29][CH3:30])=[C:22]([C:25]([O:27]C)=[O:26])[CH:23]=4)[N:18]=[CH:17][CH:16]=3)=[CH:10][C:9]=2[CH3:31])=[O:6])[CH2:3][CH2:2]1.